This data is from Forward reaction prediction with 1.9M reactions from USPTO patents (1976-2016). The task is: Predict the product of the given reaction. The product is: [F:20][C:16]1[C:15]([CH3:21])=[C:14]([N:7]2[C:8]3[CH:13]=[CH:12][CH:11]=[CH:10][C:9]=3[N:5]([CH2:4][CH2:3][CH2:2][NH:25][CH3:24])[S:6]2(=[O:23])=[O:22])[CH:19]=[CH:18][CH:17]=1. Given the reactants Br[CH2:2][CH2:3][CH2:4][N:5]1[C:9]2[CH:10]=[CH:11][CH:12]=[CH:13][C:8]=2[N:7]([C:14]2[CH:19]=[CH:18][CH:17]=[C:16]([F:20])[C:15]=2[CH3:21])[S:6]1(=[O:23])=[O:22].[CH3:24][NH2:25], predict the reaction product.